Dataset: Full USPTO retrosynthesis dataset with 1.9M reactions from patents (1976-2016). Task: Predict the reactants needed to synthesize the given product. (1) Given the product [CH3:17][O:16][C:13]1[CH:14]=[CH:15][C:10]([CH2:9][N:5]2[CH2:6][CH2:7][CH:2]([OH:1])[CH2:3][CH2:4]2)=[CH:11][CH:12]=1, predict the reactants needed to synthesize it. The reactants are: [OH:1][CH:2]1[CH2:7][CH2:6][NH:5][CH2:4][CH2:3]1.Br[CH2:9][C:10]1[CH:15]=[CH:14][C:13]([O:16][CH3:17])=[CH:12][CH:11]=1.C(N(CC)CC)C. (2) Given the product [CH:1]1([C:4]2[CH:11]=[CH:10][CH:9]=[C:8]([CH3:12])[C:5]=2[CH:6]=[C:13]([Br:15])[Br:14])[CH2:3][CH2:2]1, predict the reactants needed to synthesize it. The reactants are: [CH:1]1([C:4]2[CH:11]=[CH:10][CH:9]=[C:8]([CH3:12])[C:5]=2[CH:6]=O)[CH2:3][CH2:2]1.[C:13](Br)(Br)([Br:15])[Br:14].C1(P(C2C=CC=CC=2)C2C=CC=CC=2)C=CC=CC=1. (3) Given the product [NH2:28][C:26]1[CH:27]=[CH:22][CH:23]=[CH:24][C:25]=1[NH:30][C:19](=[O:21])[CH2:18][CH2:17][CH2:16][CH2:15][CH2:14][CH2:13][C:11]([C:2]1[CH:3]=[CH:4][C:5]2[C:10](=[CH:9][CH:8]=[CH:7][CH:6]=2)[CH:1]=1)=[O:12], predict the reactants needed to synthesize it. The reactants are: [CH:1]1[C:10]2[C:5](=[CH:6][CH:7]=[CH:8][CH:9]=2)[CH:4]=[CH:3][C:2]=1[C:11]([CH2:13][CH2:14][CH2:15][CH2:16][CH2:17][CH2:18][C:19]([OH:21])=O)=[O:12].[CH:22]1[CH:23]=[CH:24][C:25]2[N:30](O)N=[N:28][C:26]=2[CH:27]=1.C(Cl)CCl.C1(N)C=CC=CC=1N. (4) Given the product [F:9][C:2]1([F:1])[CH2:3][CH:4]([C:6]2[O:8][N:29]=[C:26]([C:25]3[CH:30]=[CH:31][C:32]([F:33])=[C:23]([CH:24]=3)[NH2:22])[N:27]=2)[CH2:5]1, predict the reactants needed to synthesize it. The reactants are: [F:1][C:2]1([F:9])[CH2:5][CH:4]([C:6]([OH:8])=O)[CH2:3]1.C1N=CN(C(N2C=NC=C2)=O)C=1.[NH2:22][C:23]1[CH:24]=[C:25]([CH:30]=[CH:31][C:32]=1[F:33])[C:26](=[NH:29])[NH:27]O.O. (5) The reactants are: [H-].[Na+].[Br-].[Br:4][C:5]1[CH:30]=[CH:29][C:8]([CH2:9][P+](C2C=CC=CC=2)(C2C=CC=CC=2)C2C=CC=CC=2)=[CH:7][CH:6]=1.[F:31][C:32]1[CH:33]=[C:34]([CH:37]=[C:38]([C:40]2[CH:45]=[CH:44][N:43]=[CH:42][CH:41]=2)[CH:39]=1)[CH:35]=O.O. Given the product [Br:4][C:5]1[CH:6]=[CH:7][C:8](/[CH:9]=[CH:35]/[C:34]2[CH:37]=[C:38]([C:40]3[CH:45]=[CH:44][N:43]=[CH:42][CH:41]=3)[CH:39]=[C:32]([F:31])[CH:33]=2)=[CH:29][CH:30]=1, predict the reactants needed to synthesize it. (6) The reactants are: [Br:1][C:2]1[CH:7]=[CH:6][C:5](I)=[C:4]([O:9][C:10]([F:13])([F:12])[F:11])[CH:3]=1.[CH3:14][CH:15]([CH3:18])[C:16]#[CH:17]. Given the product [Br:1][C:2]1[CH:7]=[CH:6][C:5]([C:17]#[C:16][CH:15]([CH3:18])[CH3:14])=[C:4]([O:9][C:10]([F:13])([F:12])[F:11])[CH:3]=1, predict the reactants needed to synthesize it.